Regression. Given two drug SMILES strings and cell line genomic features, predict the synergy score measuring deviation from expected non-interaction effect. From a dataset of NCI-60 drug combinations with 297,098 pairs across 59 cell lines. Synergy scores: CSS=45.8, Synergy_ZIP=3.07, Synergy_Bliss=0.0774, Synergy_Loewe=-18.5, Synergy_HSA=-1.47. Cell line: DU-145. Drug 2: N.N.Cl[Pt+2]Cl. Drug 1: C1CC(=O)NC(=O)C1N2C(=O)C3=CC=CC=C3C2=O.